From a dataset of Reaction yield outcomes from USPTO patents with 853,638 reactions. Predict the reaction yield, written as a fraction of the theoretical maximum amount of product (1.0 means a 100% yield; for example, 0.34 means a 34% yield). (1) The reactants are [CH2:1]([O:3][C:4]1[CH:5]=[C:6]([CH:14]2[C:19]([C:20]3[CH:21]=[C:22]([CH:25]=[CH:26][CH:27]=3)C#N)=C(C3C=CC=CC=3)[NH:17][C:16](=[O:34])[NH:15]2)[CH:7]=[C:8]([N+]([O-])=O)[C:9]=1[OH:10])C.[CH2:35]([O:37][C:38]1[CH:39]=[C:40]([CH:43]=[C:44]([N+:47]([O-:49])=[O:48])[C:45]=1[OH:46])[CH:41]=O)[CH3:36].NC(N)=O.Cl. The catalyst is C(O)C. The product is [O:10]1[C:9]2[CH:8]=[CH:7][C:6]([C:14]3[NH:15][C:16](=[O:34])[NH:17][CH:41]([C:40]4[CH:43]=[C:44]([N+:47]([O-:49])=[O:48])[C:45]([OH:46])=[C:38]([O:37][CH2:35][CH3:36])[CH:39]=4)[C:19]=3[C:20]3[CH:27]=[CH:26][CH:25]=[CH:22][CH:21]=3)=[CH:5][C:4]=2[O:3][CH2:1]1. The yield is 0.117. (2) No catalyst specified. The product is [N:12]1[CH:13]=[CH:14][C:15]([CH2:18][NH:19][C:20]([C:22]2[C:26]([CH3:27])=[C:25]([CH:28]=[C:5]3[C:4]4[C:8](=[CH:9][CH:10]=[C:2]([Br:1])[CH:3]=4)[NH:7][C:6]3=[O:11])[NH:24][C:23]=2[CH3:30])=[O:21])=[CH:16][CH:17]=1. The yield is 0.0400. The reactants are [Br:1][C:2]1[CH:3]=[C:4]2[C:8](=[CH:9][CH:10]=1)[NH:7][C:6](=[O:11])[CH2:5]2.[N:12]1[CH:17]=[CH:16][C:15]([CH2:18][NH:19][C:20]([C:22]2[C:26]([CH3:27])=[C:25]([CH:28]=O)[NH:24][C:23]=2[CH3:30])=[O:21])=[CH:14][CH:13]=1.